This data is from Reaction yield outcomes from USPTO patents with 853,638 reactions. The task is: Predict the reaction yield, written as a fraction of the theoretical maximum amount of product (1.0 means a 100% yield; for example, 0.34 means a 34% yield). The reactants are [C:1]([O:5][C:6](=[O:23])[C:7]([S:10][C:11]1[CH:12]=[C:13]2[C:17](=[CH:18][CH:19]=1)[CH2:16][CH:15]([NH:20][CH2:21][CH3:22])[CH2:14]2)([CH3:9])[CH3:8])([CH3:4])([CH3:3])[CH3:2].[F:24][C:25]([F:37])([F:36])[O:26][C:27]1[CH:32]=[CH:31][C:30]([N:33]=[C:34]=[O:35])=[CH:29][CH:28]=1. The catalyst is C(Cl)Cl. The product is [C:1]([O:5][C:6](=[O:23])[C:7]([S:10][C:11]1[CH:12]=[C:13]2[C:17](=[CH:18][CH:19]=1)[CH2:16][CH:15]([N:20]([CH2:21][CH3:22])[C:34]([NH:33][C:30]1[CH:31]=[CH:32][C:27]([O:26][C:25]([F:24])([F:36])[F:37])=[CH:28][CH:29]=1)=[O:35])[CH2:14]2)([CH3:9])[CH3:8])([CH3:2])([CH3:3])[CH3:4]. The yield is 0.620.